Dataset: Full USPTO retrosynthesis dataset with 1.9M reactions from patents (1976-2016). Task: Predict the reactants needed to synthesize the given product. (1) Given the product [CH3:1][N:2]1[C:6]([C:7]2[O:15][C:14]3[C:13]([NH2:25])=[N:12][CH:11]=[N:10][C:9]=3[CH:8]=2)=[C:5]([C:18]2[CH:23]=[CH:22][CH:21]=[CH:20][CH:19]=2)[N:4]=[CH:3]1, predict the reactants needed to synthesize it. The reactants are: [CH3:1][N:2]1[C:6]([C:7]2[O:15][C:14]3[C:13](SC)=[N:12][CH:11]=[N:10][C:9]=3[CH:8]=2)=[C:5]([C:18]2[CH:23]=[CH:22][CH:21]=[CH:20][CH:19]=2)[N:4]=[CH:3]1.O.[NH3:25]. (2) The reactants are: C(O)(C(F)(F)F)=O.[Cl:8][C:9]1[CH:30]=[CH:29][C:12]2[NH:13][C:14]([N:16]3[CH2:21][CH2:20][N:19](C(OC(C)(C)C)=O)[CH2:18][CH2:17]3)=[N:15][C:11]=2[CH:10]=1. Given the product [Cl:8][C:9]1[CH:30]=[CH:29][C:12]2[NH:13][C:14]([N:16]3[CH2:21][CH2:20][NH:19][CH2:18][CH2:17]3)=[N:15][C:11]=2[CH:10]=1, predict the reactants needed to synthesize it.